From a dataset of Forward reaction prediction with 1.9M reactions from USPTO patents (1976-2016). Predict the product of the given reaction. (1) The product is: [CH2:19]([O:18][C:16]([N:4]1[C@H:5]([C:12]([OH:14])=[O:13])[CH2:6][C:7]2[NH:11][CH:10]=[N:9][C:8]=2[C@@H:3]1[CH2:1][CH3:2])=[O:17])[C:20]1[CH:25]=[CH:24][CH:23]=[CH:22][CH:21]=1. Given the reactants [CH2:1]([C@H:3]1[C:8]2[NH:9][CH:10]=[N:11][C:7]=2[CH2:6][C@@H:5]([C:12]([OH:14])=[O:13])[NH:4]1)[CH3:2].Cl[C:16]([O:18][CH2:19][C:20]1[CH:25]=[CH:24][CH:23]=[CH:22][CH:21]=1)=[O:17].[OH-].[Na+], predict the reaction product. (2) Given the reactants [NH:1]1[CH2:6][CH2:5][CH:4]([NH:7][C:8]([C:10]2[N:11]([CH2:19][C:20]3[CH:24]=[C:23]([C:25]4[S:26][C:27]([Cl:30])=[CH:28][CH:29]=4)[O:22][N:21]=3)[C:12]3[C:17]([CH:18]=2)=[CH:16][CH:15]=[CH:14][CH:13]=3)=[O:9])[CH2:3][CH2:2]1.[C:31](OC(=O)C)(=[O:33])[CH3:32], predict the reaction product. The product is: [C:31]([N:1]1[CH2:6][CH2:5][CH:4]([NH:7][C:8]([C:10]2[N:11]([CH2:19][C:20]3[CH:24]=[C:23]([C:25]4[S:26][C:27]([Cl:30])=[CH:28][CH:29]=4)[O:22][N:21]=3)[C:12]3[C:17]([CH:18]=2)=[CH:16][CH:15]=[CH:14][CH:13]=3)=[O:9])[CH2:3][CH2:2]1)(=[O:33])[CH3:32]. (3) Given the reactants CC1(C)C(C)(C)OB([C:9]2[CH2:10][CH2:11][N:12](C(OC(C)(C)C)=O)[CH2:13][CH:14]=2)O1.C(=O)([O-])[O-].[K+].[K+].[CH:29]1([NH:32][C:33](=[O:53])[C:34]2[CH:39]=[CH:38][C:37]([CH3:40])=[C:36]([N:41]3[C:50](=[O:51])[C:49]4[C:44](=[CH:45][CH:46]=[C:47](I)[CH:48]=4)[N:43]=[CH:42]3)[CH:35]=2)[CH2:31][CH2:30]1, predict the reaction product. The product is: [CH:29]1([NH:32][C:33](=[O:53])[C:34]2[CH:39]=[CH:38][C:37]([CH3:40])=[C:36]([N:41]3[C:50](=[O:51])[C:49]4[C:44](=[CH:45][CH:46]=[C:47]([C:9]5[CH2:10][CH2:11][NH:12][CH2:13][CH:14]=5)[CH:48]=4)[N:43]=[CH:42]3)[CH:35]=2)[CH2:31][CH2:30]1. (4) Given the reactants [F:1][C:2]1[CH:7]=[CH:6][C:5]([C:8](=[O:15])[CH2:9][C:10]([O:12][CH2:13][CH3:14])=[O:11])=[CH:4][CH:3]=1.[C:16]1(=O)[CH:21]=[CH:20][C:19](=[O:22])[CH:18]=[CH:17]1.CCOC(C)=O, predict the reaction product. The product is: [F:1][C:2]1[CH:3]=[CH:4][C:5]([C:8]2[O:15][C:16]3[CH:21]=[CH:20][C:19]([OH:22])=[CH:18][C:17]=3[C:9]=2[C:10]([O:12][CH2:13][CH3:14])=[O:11])=[CH:6][CH:7]=1. (5) Given the reactants Cl[CH2:2][C:3]1[N:12]([C:13]2[CH:18]=[CH:17][CH:16]=[CH:15][C:14]=2[Cl:19])[C:11](=[O:20])[C:10]2[C:5](=[CH:6][C:7]([O:23][CH3:24])=[C:8]([O:21][CH3:22])[CH:9]=2)[N:4]=1.[N:25]1[C:33]([NH2:34])=[C:32]2[C:28]([N:29]=[CH:30][NH:31]2)=[N:27][CH:26]=1.C([O-])([O-])=O.[K+].[K+], predict the reaction product. The product is: [NH2:34][C:33]1[N:25]=[CH:26][N:27]=[C:28]2[C:32]=1[N:31]=[CH:30][N:29]2[CH2:2][C:3]1[N:12]([C:13]2[CH:18]=[CH:17][CH:16]=[CH:15][C:14]=2[Cl:19])[C:11](=[O:20])[C:10]2[C:5](=[CH:6][C:7]([O:23][CH3:24])=[C:8]([O:21][CH3:22])[CH:9]=2)[N:4]=1. (6) The product is: [OH:20][CH2:19][CH2:18][O:17][C:13]1[CH:12]=[C:11]2[C:16]([C:7]([O:6][C:5]3[CH:4]=[CH:3][C:2]([NH:1][C:30]([C:27]4[C:26](=[O:33])[N:25]([C:34]5[CH:35]=[CH:36][CH:37]=[CH:38][CH:39]=5)[N:24]([CH3:23])[C:28]=4[CH3:29])=[O:31])=[CH:22][CH:21]=3)=[CH:8][CH:9]=[N:10]2)=[CH:15][CH:14]=1. Given the reactants [NH2:1][C:2]1[CH:22]=[CH:21][C:5]([O:6][C:7]2[C:16]3[C:11](=[CH:12][C:13]([O:17][CH2:18][CH2:19][OH:20])=[CH:14][CH:15]=3)[N:10]=[CH:9][CH:8]=2)=[CH:4][CH:3]=1.[CH3:23][N:24]1[C:28]([CH3:29])=[C:27]([C:30](O)=[O:31])[C:26](=[O:33])[N:25]1[C:34]1[CH:39]=[CH:38][CH:37]=[CH:36][CH:35]=1.C1C=NC2N(O)N=NC=2C=1.CCN=C=NCCCN(C)C, predict the reaction product. (7) Given the reactants [CH2:1]1COCC1.[Br:6][C:7]1[CH:17]=[CH:16][C:10](C(OCC)=O)=[C:9]([C:18]2[C:27]3[C:22](=[CH:23][CH:24]=[CH:25][CH:26]=3)[CH:21]=[CH:20][CH:19]=2)[CH:8]=1.C[Mg]Br.[Cl-].[NH4+].C([O:35][CH2:36][CH3:37])C, predict the reaction product. The product is: [Br:6][C:7]1[CH:17]=[CH:16][C:10]([C:36]([OH:35])([CH3:37])[CH3:1])=[C:9]([C:18]2[C:27]3[C:22](=[CH:23][CH:24]=[CH:25][CH:26]=3)[CH:21]=[CH:20][CH:19]=2)[CH:8]=1. (8) The product is: [CH3:1][C:2]1[CH:41]=[C:40]([CH3:42])[CH:39]=[CH:38][C:3]=1[O:4][CH2:5][C@H:6]([OH:37])[CH2:7][NH:8][C:9]1[NH:10][CH2:11][NH:12][C:13](=[O:36])[C:14]=1[C:15]1[NH:26][C:25]2[C:17](=[CH:18][C:19]3[CH2:20][N:21]([CH:28]4[CH2:29][CH2:30][N:31]([CH3:34])[CH2:32][CH2:33]4)[C:22](=[O:27])[C:23]=3[CH:24]=2)[N:16]=1. Given the reactants [CH3:1][C:2]1[CH:41]=[C:40]([CH3:42])[CH:39]=[CH:38][C:3]=1[O:4][CH2:5][C@H:6]([OH:37])[CH2:7][NH:8][C:9]1[N:10]=[CH:11][NH:12][C:13](=[O:36])[C:14]=1[C:15]1[NH:16][C:17]2[C:25]([N:26]=1)=[CH:24][C:23]1[C:22](=[O:27])[N:21]([CH:28]3[CH2:33][CH2:32][N:31]([CH3:34])[CH2:30][CH2:29]3)[C:20](=O)[C:19]=1[CH:18]=2, predict the reaction product. (9) Given the reactants C([O:3][C:4](=[O:30])[CH2:5][C:6]1[CH:11]=[CH:10][C:9]([NH:12][C:13]2[C:22]3[CH2:21][CH2:20][CH2:19][CH2:18][C:17]=3[N:16]=[C:15]([C:23]3[CH:28]=[CH:27][CH:26]=[C:25]([Cl:29])[CH:24]=3)[N:14]=2)=[CH:8][CH:7]=1)C.[OH-].[Li+], predict the reaction product. The product is: [Cl:29][C:25]1[CH:24]=[C:23]([C:15]2[N:14]=[C:13]([NH:12][C:9]3[CH:8]=[CH:7][C:6]([CH2:5][C:4]([OH:30])=[O:3])=[CH:11][CH:10]=3)[C:22]3[CH2:21][CH2:20][CH2:19][CH2:18][C:17]=3[N:16]=2)[CH:28]=[CH:27][CH:26]=1.